This data is from NCI-60 drug combinations with 297,098 pairs across 59 cell lines. The task is: Regression. Given two drug SMILES strings and cell line genomic features, predict the synergy score measuring deviation from expected non-interaction effect. Drug 1: C1=NC2=C(N=C(N=C2N1C3C(C(C(O3)CO)O)F)Cl)N. Drug 2: CCN(CC)CCCC(C)NC1=C2C=C(C=CC2=NC3=C1C=CC(=C3)Cl)OC. Cell line: SK-MEL-5. Synergy scores: CSS=5.64, Synergy_ZIP=-1.69, Synergy_Bliss=-2.05, Synergy_Loewe=0.627, Synergy_HSA=-1.51.